From a dataset of NCI-60 drug combinations with 297,098 pairs across 59 cell lines. Regression. Given two drug SMILES strings and cell line genomic features, predict the synergy score measuring deviation from expected non-interaction effect. Drug 1: COC1=C(C=C2C(=C1)N=CN=C2NC3=CC(=C(C=C3)F)Cl)OCCCN4CCOCC4. Drug 2: C1=NC2=C(N1)C(=S)N=C(N2)N. Cell line: NCI-H226. Synergy scores: CSS=19.5, Synergy_ZIP=-2.81, Synergy_Bliss=-0.775, Synergy_Loewe=-1.55, Synergy_HSA=1.85.